Predict the reactants needed to synthesize the given product. From a dataset of Full USPTO retrosynthesis dataset with 1.9M reactions from patents (1976-2016). (1) Given the product [O:1]=[C:2]1[CH:11]=[CH:10][C:9]2[C:4](=[CH:5][CH:6]=[C:7]([S:13]([Cl:12])(=[O:15])=[O:14])[CH:8]=2)[NH:3]1, predict the reactants needed to synthesize it. The reactants are: [OH:1][C:2]1[CH:11]=[CH:10][C:9]2[C:4](=[CH:5][CH:6]=[CH:7][CH:8]=2)[N:3]=1.[Cl:12][S:13](O)(=[O:15])=[O:14]. (2) Given the product [NH2:24][C:25]1[S:26][C:27]([C:2]2[C:3]3[S:17][CH:16]=[CH:15][C:4]=3[N:5]=[C:6]([C:8]3[CH:9]=[C:10]([OH:14])[CH:11]=[CH:12][CH:13]=3)[N:7]=2)=[CH:28][N:29]=1, predict the reactants needed to synthesize it. The reactants are: Br[C:2]1[C:3]2[S:17][CH:16]=[CH:15][C:4]=2[N:5]=[C:6]([C:8]2[CH:9]=[C:10]([OH:14])[CH:11]=[CH:12][CH:13]=2)[N:7]=1.C(OC(=O)[NH:24][C:25]1[S:26][C:27]([Sn](CCCC)(CCCC)CCCC)=[CH:28][N:29]=1)(C)(C)C. (3) Given the product [Br:1][C:2]1[CH:7]=[C:6]([F:8])[C:5]([N+:9]([O-:11])=[O:10])=[CH:4][C:3]=1[CH2:12][C:13](=[O:15])[CH3:16], predict the reactants needed to synthesize it. The reactants are: [Br:1][C:2]1[CH:7]=[C:6]([F:8])[C:5]([N+:9]([O-:11])=[O:10])=[CH:4][C:3]=1[CH2:12][C:13]([OH:15])=O.[CH3:16]N1C=CN=C1.O. (4) Given the product [CH3:1][O:3][C:4](=[O:30])[CH2:5][C:6]1[CH:11]=[C:10]([C:35]2[CH:36]=[CH:37][C:32]([Cl:31])=[CH:33][CH:34]=2)[CH:9]=[C:8]([C:20]2[CH:25]=[CH:24][C:23]([C:26]([F:28])([F:27])[F:29])=[CH:22][CH:21]=2)[CH:7]=1, predict the reactants needed to synthesize it. The reactants are: [CH2:1]([O:3][C:4](=[O:30])[CH2:5][C:6]1[CH:7]=[C:8]([C:20]2[CH:25]=[CH:24][C:23]([C:26]([F:29])([F:28])[F:27])=[CH:22][CH:21]=2)[CH:9]=[C:10](OS(C(F)(F)F)(=O)=O)[CH:11]=1)C.[Cl:31][C:32]1[CH:37]=[CH:36][C:35](B(O)O)=[CH:34][CH:33]=1.C([O-])([O-])=O.[K+].[K+]. (5) Given the product [Cl:48][C:19]1[CH:20]=[C:21]([C:44]([NH:46][CH3:47])=[O:45])[C:22]([O:24][CH2:25][C@@H:26]([OH:43])[CH2:27][N:28]2[CH2:29][CH2:30][C:31]3([CH2:37][C:36]4[CH:38]=[C:39]([Cl:42])[CH:40]=[CH:41][C:35]=4[O:34]3)[CH2:32][CH2:33]2)=[CH:23][C:18]=1[O:17][C:14]([CH3:15])([CH3:16])[C:13]([OH:49])=[O:12], predict the reactants needed to synthesize it. The reactants are: FC(F)(F)C(O)=O.C([O:12][C:13](=[O:49])[C:14]([O:17][C:18]1[CH:23]=[C:22]([O:24][CH2:25][C@@H:26]([OH:43])[CH2:27][N:28]2[CH2:33][CH2:32][C:31]3([CH2:37][C:36]4[CH:38]=[C:39]([Cl:42])[CH:40]=[CH:41][C:35]=4[O:34]3)[CH2:30][CH2:29]2)[C:21]([C:44]([NH:46][CH3:47])=[O:45])=[CH:20][C:19]=1[Cl:48])([CH3:16])[CH3:15])(C)(C)C. (6) Given the product [CH3:19][C:16]1([CH3:20])[C:15]2[C:10](=[CH:11][CH:12]=[CH:13][CH:14]=2)[C:9](=[O:21])[NH:8][C:17]1=[O:18], predict the reactants needed to synthesize it. The reactants are: COC1C=CC(C[N:8]2[C:17](=[O:18])[C:16]([CH3:20])([CH3:19])[C:15]3[C:10](=[CH:11][CH:12]=[CH:13][CH:14]=3)[C:9]2=[O:21])=CC=1.[N+]([O-])([O-])=O.[Ce+3].[NH4+].[NH4+].[N+]([O-])([O-])=O.[N+]([O-])([O-])=O.[N+]([O-])([O-])=O.[N+]([O-])([O-])=O. (7) Given the product [F:9][C:8]1[C:3]([CH2:2][O:32][C:19]2[CH:20]=[CH:21][C:22]([N:24]3[C:28]([CH3:29])=[C:27]([CH3:30])[C:26]([CH3:31])=[N:25]3)=[CH:23][C:18]=2[CH3:17])=[C:4]([N:10]2[C:14](=[O:15])[N:13]([CH3:16])[N:12]=[N:11]2)[CH:5]=[CH:6][CH:7]=1, predict the reactants needed to synthesize it. The reactants are: Br[CH2:2][C:3]1[C:8]([F:9])=[CH:7][CH:6]=[CH:5][C:4]=1[N:10]1[C:14](=[O:15])[N:13]([CH3:16])[N:12]=[N:11]1.[CH3:17][C:18]1[CH:23]=[C:22]([N:24]2[C:28]([CH3:29])=[C:27]([CH3:30])[C:26]([CH3:31])=[N:25]2)[CH:21]=[CH:20][C:19]=1[OH:32].C(=O)([O-])[O-].[K+].[K+].